From a dataset of hERG Central: cardiac toxicity at 1µM, 10µM, and general inhibition. Predict hERG channel inhibition at various concentrations. (1) The drug is CCn1c(N2CCN(C(=O)/C=C/c3ccccc3)CC2)nc2ccccc21. Results: hERG_inhib (hERG inhibition (general)): blocker. (2) The compound is CCOc1ccc2nc(N(CCN(CC)CC)C(=O)c3ccc([N+](=O)[O-])cc3)sc2c1.Cl. Results: hERG_inhib (hERG inhibition (general)): blocker.